This data is from Aqueous solubility values for 9,982 compounds from the AqSolDB database. The task is: Regression/Classification. Given a drug SMILES string, predict its absorption, distribution, metabolism, or excretion properties. Task type varies by dataset: regression for continuous measurements (e.g., permeability, clearance, half-life) or binary classification for categorical outcomes (e.g., BBB penetration, CYP inhibition). For this dataset (solubility_aqsoldb), we predict Y. (1) The compound is CC(C)(C)OC(N)=O. The Y is 0.100 log mol/L. (2) The drug is Nc1nc(=O)c2nc(CNc3ccc(C(=O)NC(CCC(=O)O)C(=O)O)cc3)cnc2[nH]1. The Y is -5.44 log mol/L. (3) The drug is C[C@]12CC[C@H]3C(=CCc4cc(O)ccc43)[C@@H]1CCC2=O. The Y is -5.28 log mol/L. (4) The compound is Cc1cc(O)ccc1[N+](=O)[O-]. The Y is -2.11 log mol/L. (5) The drug is O=C(O)c1c([N+](=O)[O-])cc([N+](=O)[O-])cc1[N+](=O)[O-]. The Y is -1.10 log mol/L. (6) The drug is C/C(=C/C(=O)O)C(=O)O. The Y is 0.779 log mol/L. (7) The molecule is CNC(=O)Oc1cccc2ccccc12. The Y is -3.22 log mol/L.